Dataset: Catalyst prediction with 721,799 reactions and 888 catalyst types from USPTO. Task: Predict which catalyst facilitates the given reaction. (1) Reactant: CC(OC(/N=N/C(OC(C)C)=O)=O)C.C1(P(C2C=CC=CC=2)C2C=CC=CC=2)C=CC=CC=1.[C:34]1([C:40]2[C:48]3[C:43](=[CH:44][CH:45]=[CH:46][CH:47]=3)[N:42]([S:49]([C:52]3[CH:57]=[CH:56][C:55]([CH3:58])=[CH:54][CH:53]=3)(=[O:51])=[O:50])[C:41]=2[CH:59](O)[CH3:60])[CH:39]=[CH:38][CH:37]=[CH:36][CH:35]=1.C1(P([N:76]=[N+:77]=[N-:78])(C2C=CC=CC=2)=O)C=CC=CC=1. Product: [N:76]([CH:59]([C:41]1[N:42]([S:49]([C:52]2[CH:57]=[CH:56][C:55]([CH3:58])=[CH:54][CH:53]=2)(=[O:50])=[O:51])[C:43]2[C:48]([C:40]=1[C:34]1[CH:35]=[CH:36][CH:37]=[CH:38][CH:39]=1)=[CH:47][CH:46]=[CH:45][CH:44]=2)[CH3:60])=[N+:77]=[N-:78]. The catalyst class is: 258. (2) Reactant: [C:1]([O:5][C:6]([NH:8]/[C:9](=[N:18]\[C:19]([O:21][C:22]([CH3:25])([CH3:24])[CH3:23])=[O:20])/[N:10]([CH3:17])[CH2:11][C:12]([O:14]CC)=[O:13])=[O:7])([CH3:4])([CH3:3])[CH3:2].[OH-].[Na+].S(=O)(=O)(O)O. Product: [C:22]([O:21][C:19]([NH:18]/[C:9](=[N:8]\[C:6]([O:5][C:1]([CH3:4])([CH3:3])[CH3:2])=[O:7])/[N:10]([CH3:17])[CH2:11][C:12]([OH:14])=[O:13])=[O:20])([CH3:24])([CH3:25])[CH3:23]. The catalyst class is: 595. (3) Reactant: Br[C:2]1[C:3]([CH2:17][CH3:18])=[C:4]([C:9]2[CH:10]=[N:11][C:12]([O:15][CH3:16])=[CH:13][CH:14]=2)[CH:5]=[N:6][C:7]=1[NH2:8].[OH:19][C:20]1[CH:25]=[CH:24][C:23](B(O)O)=[CH:22][CH:21]=1.C([O-])([O-])=O.[K+].[K+]. Product: [NH2:8][C:7]1[N:6]=[CH:5][C:4]([C:9]2[CH:10]=[N:11][C:12]([O:15][CH3:16])=[CH:13][CH:14]=2)=[C:3]([CH2:17][CH3:18])[C:2]=1[C:23]1[CH:24]=[CH:25][C:20]([OH:19])=[CH:21][CH:22]=1. The catalyst class is: 117. (4) Reactant: [Br:1][C:2]1[CH:7]=[CH:6][C:5]([CH2:8]Br)=[C:4]([I:10])[CH:3]=1.[C:11]1([P:17]([C:24]2[CH:29]=[CH:28][CH:27]=[CH:26][CH:25]=2)[C:18]2[CH:23]=[CH:22][CH:21]=[CH:20][CH:19]=2)[CH:16]=[CH:15][CH:14]=[CH:13][CH:12]=1.C1(C)C=CC=CC=1. Product: [Br-:1].[Br:1][C:2]1[CH:7]=[CH:6][C:5]([CH2:8][P+:17]([C:18]2[CH:19]=[CH:20][CH:21]=[CH:22][CH:23]=2)([C:24]2[CH:29]=[CH:28][CH:27]=[CH:26][CH:25]=2)[C:11]2[CH:12]=[CH:13][CH:14]=[CH:15][CH:16]=2)=[C:4]([I:10])[CH:3]=1. The catalyst class is: 3. (5) Reactant: [CH:1]12[O:8][CH:5]([CH2:6][CH2:7]1)[CH2:4][N:3]([C:9]1[N:14]=[C:13]([Cl:15])[N:12]=[C:11]3[N:16]([CH:19]4[CH2:24][CH2:23][N:22]([C:25](OC(C)(C)C)=O)[CH2:21][CH2:20]4)[N:17]=[CH:18][C:10]=13)[CH2:2]2.F[C:33](F)(F)[C:34](O)=O.FC(F)(F)C([O-])=O.C(O[BH-](OC(=O)C)OC(=O)C)(=O)C.[Na+].[CH2:60]([N:62](CC)[CH2:63]C)[CH3:61]. Product: [Cl:15][C:13]1[N:12]=[C:11]2[N:16]([CH:19]3[CH2:20][CH2:21][N:22]([CH2:25][C:61]4[CH:60]=[N:62][CH:63]=[CH:33][CH:34]=4)[CH2:23][CH2:24]3)[N:17]=[CH:18][C:10]2=[C:9]([N:3]2[CH2:2][CH:1]3[O:8][CH:5]([CH2:6][CH2:7]3)[CH2:4]2)[N:14]=1. The catalyst class is: 4.